Dataset: Forward reaction prediction with 1.9M reactions from USPTO patents (1976-2016). Task: Predict the product of the given reaction. (1) Given the reactants [Br:1][C:2]1[CH:3]=[CH:4][C:5]2[C:6]3[N:14]([CH2:15][CH2:16][NH:17][C:18](=[O:24])[O:19][C:20]([CH3:23])([CH3:22])[CH3:21])[C:13]([CH2:25]Cl)=[N:12][C:7]=3[CH:8]=[N:9][C:10]=2[CH:11]=1.CC(C)([O-])C.[K+], predict the reaction product. The product is: [Br:1][C:2]1[CH:11]=[C:10]2[C:5]([C:6]3[N:14]4[CH2:15][CH2:16][N:17]([C:18]([O:19][C:20]([CH3:23])([CH3:22])[CH3:21])=[O:24])[CH2:25][C:13]4=[N:12][C:7]=3[CH:8]=[N:9]2)=[CH:4][CH:3]=1. (2) Given the reactants [CH3:1][O:2][C:3](=[O:41])[CH:4]([C:26]1[CH:31]=[CH:30][CH:29]=[C:28]([CH2:32][NH:33][C:34]([O:36][C:37]([CH3:40])([CH3:39])[CH3:38])=[O:35])[CH:27]=1)[CH2:5][P:6]([CH:11]([NH:15]C(OCC1C=CC=CC=1)=O)[CH:12]([CH3:14])[CH3:13])([O:8][CH2:9][CH3:10])=[O:7], predict the reaction product. The product is: [CH3:1][O:2][C:3](=[O:41])[CH:4]([C:26]1[CH:31]=[CH:30][CH:29]=[C:28]([CH2:32][NH:33][C:34]([O:36][C:37]([CH3:39])([CH3:38])[CH3:40])=[O:35])[CH:27]=1)[CH2:5][P:6]([CH:11]([NH2:15])[CH:12]([CH3:13])[CH3:14])([O:8][CH2:9][CH3:10])=[O:7]. (3) Given the reactants [CH2:1]([CH:3]1[O:5][CH2:4]1)Cl.[Cl:6][C:7]1[CH:8]=[C:9]([C:14]([F:17])([F:16])[F:15])[CH:10]=[CH:11][C:12]=1[OH:13].C(=O)([O-])[O-].[Cs+].[Cs+].O, predict the reaction product. The product is: [Cl:6][C:7]1[CH:8]=[C:9]([C:14]([F:15])([F:16])[F:17])[CH:10]=[CH:11][C:12]=1[O:13][CH2:1][CH:3]1[CH2:4][O:5]1. (4) Given the reactants Br[C:2]1[CH:14]=[CH:13][C:5]([O:6][C:7]2[CH:12]=[CH:11][CH:10]=[CH:9][N:8]=2)=[CH:4][CH:3]=1.[B:15]1([B:15]2[O:19][C:18]([CH3:21])([CH3:20])[C:17]([CH3:23])([CH3:22])[O:16]2)[O:19][C:18]([CH3:21])([CH3:20])[C:17]([CH3:23])([CH3:22])[O:16]1.FC1C(C)=C(C=CC=1B1OC(C)(C)C(C)(C)O1)OC1CCCCO1, predict the reaction product. The product is: [CH3:22][C:17]1([CH3:23])[C:18]([CH3:21])([CH3:20])[O:19][B:15]([C:2]2[CH:14]=[CH:13][C:5]([O:6][C:7]3[CH:12]=[CH:11][CH:10]=[CH:9][N:8]=3)=[CH:4][CH:3]=2)[O:16]1. (5) Given the reactants C(N(CC)CC)C.Cl.[NH2:9][CH2:10][CH2:11][N:12]1[C:24]2[C:23]3[CH:22]=[CH:21][CH:20]=[CH:19][C:18]=3[N:17]=[C:16]([NH2:25])[C:15]=2[N:14]=[C:13]1[CH2:26][O:27][CH2:28][CH3:29].O[N:31]1[C:52](=[O:53])[NH:51][C@H:50]2[C@@H:32]1[CH2:33][S:34][C@H:35]2[CH2:36][CH2:37][CH2:38][CH:39](N1C(=O)CCC1=O)[C:40](=O)[OH:41], predict the reaction product. The product is: [NH2:25][C:16]1[C:15]2[N:14]=[C:13]([CH2:26][O:27][CH2:28][CH3:29])[N:12]([CH2:11][CH2:10][NH:9][C:40](=[O:41])[CH2:39][CH2:38][CH2:37][CH2:36][CH:35]3[CH:50]4[CH:32]([NH:31][C:52](=[O:53])[NH:51]4)[CH2:33][S:34]3)[C:24]=2[C:23]2[CH:22]=[CH:21][CH:20]=[CH:19][C:18]=2[N:17]=1.